This data is from Catalyst prediction with 721,799 reactions and 888 catalyst types from USPTO. The task is: Predict which catalyst facilitates the given reaction. (1) Reactant: [H-].[Na+].[CH2:3]([O:5][C:6]([C:8]1[CH:9]=[N:10][N:11]([CH3:14])[C:12]=1[NH2:13])=[O:7])[CH3:4].F[C:16]1[CH:21]=[CH:20][CH:19]=[CH:18][C:17]=1[N+:22]([O-:24])=[O:23].OS([O-])(=O)=O.[K+]. Product: [CH2:3]([O:5][C:6]([C:8]1[CH:9]=[N:10][N:11]([CH3:14])[C:12]=1[NH:13][C:16]1[CH:21]=[CH:20][CH:19]=[CH:18][C:17]=1[N+:22]([O-:24])=[O:23])=[O:7])[CH3:4]. The catalyst class is: 49. (2) Reactant: [F:1][C:2]1[CH:3]=[C:4]([CH2:10][CH2:11][C:12]([O:14][CH2:15][CH3:16])=[O:13])[CH:5]=[C:6]([F:9])[C:7]=1[OH:8].Br[CH2:18][C:19]1[CH:28]=[CH:27][C:26]2[C:21](=[CH:22][CH:23]=[CH:24][CH:25]=2)[CH:20]=1.C(=O)([O-])[O-].[K+].[K+].O. Product: [F:1][C:2]1[CH:3]=[C:4]([CH2:10][CH2:11][C:12]([O:14][CH2:15][CH3:16])=[O:13])[CH:5]=[C:6]([F:9])[C:7]=1[O:8][CH2:18][C:19]1[CH:28]=[CH:27][C:26]2[C:21](=[CH:22][CH:23]=[CH:24][CH:25]=2)[CH:20]=1. The catalyst class is: 3. (3) Reactant: [CH3:1][C:2]([CH3:15])([CH3:14])[CH:3]=[CH:4][C:5]1[CH:10]=[CH:9][CH:8]=[CH:7][C:6]=1[N+:11]([O-])=O.[H][H]. Product: [CH3:1][C:2]([CH3:15])([CH3:14])[CH2:3][CH2:4][C:5]1[CH:10]=[CH:9][CH:8]=[CH:7][C:6]=1[NH2:11]. The catalyst class is: 19.